Dataset: Forward reaction prediction with 1.9M reactions from USPTO patents (1976-2016). Task: Predict the product of the given reaction. (1) Given the reactants CC1C=C(N2CCN(CCOC3C=CC=CC=3)C2=O)SC=1C(OCC)=O.[CH3:27][C:28]1[CH:32]=[C:31]([N:33]2[CH2:37][CH2:36][N:35]([CH2:38][C:39](=[O:46])[C:40]3[CH:45]=[CH:44][CH:43]=[CH:42][CH:41]=3)[C:34]2=[O:47])[S:30][C:29]=1[C:48]([O:50]CC)=[O:49], predict the reaction product. The product is: [CH3:27][C:28]1[CH:32]=[C:31]([N:33]2[CH2:37][CH2:36][N:35]([CH2:38][C:39](=[O:46])[C:40]3[CH:45]=[CH:44][CH:43]=[CH:42][CH:41]=3)[C:34]2=[O:47])[S:30][C:29]=1[C:48]([OH:50])=[O:49]. (2) Given the reactants [C:1]([N:20]1[CH:24]=[N:23][C:22]([CH2:25][OH:26])=[N:21]1)([C:14]1[CH:19]=[CH:18][CH:17]=[CH:16][CH:15]=1)([C:8]1[CH:13]=[CH:12][CH:11]=[CH:10][CH:9]=1)[C:2]1[CH:7]=[CH:6][CH:5]=[CH:4][CH:3]=1.C(N(CC)CC)C.[CH3:34][S:35](Cl)(=[O:37])=[O:36].O, predict the reaction product. The product is: [CH3:34][S:35]([O:26][CH2:25][C:22]1[N:23]=[CH:24][N:20]([C:1]([C:2]2[CH:7]=[CH:6][CH:5]=[CH:4][CH:3]=2)([C:8]2[CH:13]=[CH:12][CH:11]=[CH:10][CH:9]=2)[C:14]2[CH:15]=[CH:16][CH:17]=[CH:18][CH:19]=2)[N:21]=1)(=[O:37])=[O:36].